From a dataset of Merck oncology drug combination screen with 23,052 pairs across 39 cell lines. Regression. Given two drug SMILES strings and cell line genomic features, predict the synergy score measuring deviation from expected non-interaction effect. Drug 1: O=C(O)C1(Cc2cccc(Nc3nccs3)n2)CCC(Oc2cccc(Cl)c2F)CC1. Drug 2: Cc1nc(Nc2ncc(C(=O)Nc3c(C)cccc3Cl)s2)cc(N2CCN(CCO)CC2)n1. Cell line: CAOV3. Synergy scores: synergy=4.95.